From a dataset of Forward reaction prediction with 1.9M reactions from USPTO patents (1976-2016). Predict the product of the given reaction. (1) Given the reactants [O:1]1[CH2:6][CH2:5][CH:4]([OH:7])[CH2:3][CH2:2]1.CC(C)([O-])C.[K+].Cl[C:15]1[CH:25]=[CH:24][C:18]([C:19]([O:21][CH2:22][CH3:23])=[O:20])=[CH:17][N:16]=1.O, predict the reaction product. The product is: [O:1]1[CH2:6][CH2:5][CH:4]([O:7][C:15]2[N:16]=[CH:17][C:18]([C:19]([O:21][CH2:22][CH3:23])=[O:20])=[CH:24][CH:25]=2)[CH2:3][CH2:2]1. (2) Given the reactants [Cl:1][C:2]1[N:10]=[C:9]2[C:5]([N:6]=[CH:7][N:8]2[CH:11]2[CH2:16][CH2:15][CH2:14][CH2:13][O:12]2)=[C:4]([N:17]2[CH2:22][CH2:21][O:20][CH2:19][CH2:18]2)[N:3]=1.CN(CCN(C)C)C.C([Li])CCC.CN([CH:39]=[O:40])C, predict the reaction product. The product is: [Cl:1][C:2]1[N:10]=[C:9]2[C:5]([N:6]=[C:7]([CH:39]=[O:40])[N:8]2[CH:11]2[CH2:16][CH2:15][CH2:14][CH2:13][O:12]2)=[C:4]([N:17]2[CH2:22][CH2:21][O:20][CH2:19][CH2:18]2)[N:3]=1. (3) Given the reactants [CH3:1][C:2]1[N:6]=[C:5]([NH2:7])[S:4][N:3]=1.N1C=CC=CC=1.Cl[C:15]([O:17][CH2:18][C:19]([Cl:22])([Cl:21])[Cl:20])=[O:16].O, predict the reaction product. The product is: [CH3:1][C:2]1[N:6]=[C:5]([NH:7][C:15](=[O:16])[O:17][CH2:18][C:19]([Cl:22])([Cl:21])[Cl:20])[S:4][N:3]=1. (4) Given the reactants [F:1][C:2]1[CH:7]=[C:6]([I:8])[CH:5]=[CH:4][C:3]=1[NH:9][C:10]1[N:15]([CH3:16])[C:14](=[O:17])[N:13]([CH3:18])[C:12](=[O:19])[C:11]=1[C:20](OC1C=CC=CC=1)=[O:21].C1(C2[O:40][CH2:39][CH:38]([O:41][NH2:42])[CH2:37][O:36]2)C=CC=CC=1.C1(C)C=CC(S(O)(=O)=O)=CC=1, predict the reaction product. The product is: [OH:36][CH2:37][CH:38]([O:41][NH:42][C:20]([C:11]1[C:12](=[O:19])[N:13]([CH3:18])[C:14](=[O:17])[N:15]([CH3:16])[C:10]=1[NH:9][C:3]1[CH:4]=[CH:5][C:6]([I:8])=[CH:7][C:2]=1[F:1])=[O:21])[CH2:39][OH:40]. (5) The product is: [C:1]([O:5][C:6](=[O:32])[NH:7][C@H:8]1[CH2:13][CH2:12][C@@H:11]([N:14]2[C:15](=[O:16])[C:17]3[CH:22]=[C:21]([F:23])[CH:20]=[N:19][C:18]=3[N:24]([C:25]3[CH:30]=[CH:29][CH:28]=[C:27]([I:31])[CH:26]=3)[C:33]2=[O:34])[CH2:10][CH2:9]1)([CH3:4])([CH3:2])[CH3:3]. Given the reactants [C:1]([O:5][C:6](=[O:32])[NH:7][C@H:8]1[CH2:13][CH2:12][C@@H:11]([NH:14][C:15]([C:17]2[C:18]([NH:24][C:25]3[CH:30]=[CH:29][CH:28]=[C:27]([I:31])[CH:26]=3)=[N:19][CH:20]=[C:21]([F:23])[CH:22]=2)=[O:16])[CH2:10][CH2:9]1)([CH3:4])([CH3:3])[CH3:2].[C:33](N1C=CN=C1)(N1C=CN=C1)=[O:34].[H-].[Na+].O, predict the reaction product. (6) Given the reactants [F:1][C:2]1[CH:3]=[C:4]([N+:9]([O-])=O)[CH:5]=[CH:6][C:7]=1[OH:8].[C:12](O[C:12]([O:14][C:15]([CH3:18])([CH3:17])[CH3:16])=[O:13])([O:14][C:15]([CH3:18])([CH3:17])[CH3:16])=[O:13].[H][H], predict the reaction product. The product is: [F:1][C:2]1[CH:3]=[C:4]([NH:9][C:12](=[O:13])[O:14][C:15]([CH3:18])([CH3:17])[CH3:16])[CH:5]=[CH:6][C:7]=1[OH:8].